This data is from Catalyst prediction with 721,799 reactions and 888 catalyst types from USPTO. The task is: Predict which catalyst facilitates the given reaction. (1) Reactant: F[C:2]1[CH:6]=[CH:5][S:4][C:3]=1[C:7](=[O:16])/[C:8](=[N:14]/[NH2:15])/[C:9]([O:11][CH2:12][CH3:13])=[O:10].[I:17][C:18]1[CH:25]=[CH:24][C:21]([CH2:22]Br)=[CH:20][CH:19]=1.[H-].[Na+].C(=O)(O)[O-].[Na+]. Product: [I:17][C:18]1[CH:25]=[CH:24][C:21]([CH2:22][N:15]2[C:2]3[CH:6]=[CH:5][S:4][C:3]=3[C:7](=[O:16])[C:8]([C:9]([O:11][CH2:12][CH3:13])=[O:10])=[N:14]2)=[CH:20][CH:19]=1. The catalyst class is: 288. (2) Reactant: [Cl:1][C:2]1[C:3](=[O:22])[N:4](C2CCCCO2)[N:5]=[CH:6][C:7]=1[N:8]([CH3:15])[C:9]1[CH:14]=[CH:13][CH:12]=[CH:11][CH:10]=1.Cl. Product: [Cl:1][C:2]1[C:3](=[O:22])[NH:4][N:5]=[CH:6][C:7]=1[N:8]([CH3:15])[C:9]1[CH:14]=[CH:13][CH:12]=[CH:11][CH:10]=1. The catalyst class is: 24. (3) Reactant: C(O[C:6]([N:8]1[CH2:13][CH2:12][CH:11]([N:14]2[C:18]3=[N:19][CH:20]=[N:21][C:22]([NH:23][C:24]4[CH:29]=[CH:28][C:27]([S:30]([CH3:33])(=[O:32])=[O:31])=[CH:26][C:25]=4[F:34])=[C:17]3[CH:16]=[N:15]2)[CH2:10][CH2:9]1)=[O:7])(C)(C)C.FC(F)(F)C(O)=O.[C:42](Cl)(=O)[C:43](C)([CH3:45])[CH3:44]. Product: [F:34][C:25]1[CH:26]=[C:27]([S:30]([CH3:33])(=[O:31])=[O:32])[CH:28]=[CH:29][C:24]=1[NH:23][C:22]1[N:21]=[CH:20][N:19]=[C:18]2[N:14]([CH:11]3[CH2:12][CH2:13][N:8]([C:6](=[O:7])[C:43]([CH3:45])([CH3:44])[CH3:42])[CH2:9][CH2:10]3)[N:15]=[CH:16][C:17]=12. The catalyst class is: 4.